From a dataset of HIV replication inhibition screening data with 41,000+ compounds from the AIDS Antiviral Screen. Binary Classification. Given a drug SMILES string, predict its activity (active/inactive) in a high-throughput screening assay against a specified biological target. (1) The drug is COc1cccc2c1[OH+][Ni-2]1(O)[S+]=C(N)[N-][N+]1=C2. The result is 0 (inactive). (2) The molecule is CCOC(=O)C(=Cc1ccccc1)N(CC)CC. The result is 0 (inactive). (3) The drug is C=C(C)C1CCC2(C)C(O)CCC(C)C2C1. The result is 0 (inactive).